This data is from Full USPTO retrosynthesis dataset with 1.9M reactions from patents (1976-2016). The task is: Predict the reactants needed to synthesize the given product. (1) Given the product [CH:23]12[N:22]([C:9]3[CH:8]=[C:7]([CH:4]4[CH2:3][CH2:2][O:1][CH2:6][CH2:5]4)[N:12]=[C:11]([C:13]4[CH:14]=[CH:15][C:16]([NH2:19])=[CH:17][CH:18]=4)[N:10]=3)[CH:27]([CH2:28][CH2:29]1)[CH2:26][O:25][CH2:24]2, predict the reactants needed to synthesize it. The reactants are: [O:1]1[CH2:6][CH:5]=[C:4]([C:7]2[N:12]=[C:11]([C:13]3[CH:18]=[CH:17][C:16]([N+:19]([O-])=O)=[CH:15][CH:14]=3)[N:10]=[C:9]([N:22]3[CH:27]4[CH2:28][CH2:29][CH:23]3[CH2:24][O:25][CH2:26]4)[CH:8]=2)[CH2:3][CH2:2]1. (2) Given the product [CH3:15][O:16][N:17]=[C:4]([CH2:3][C:2](=[O:1])[CH:11]([CH3:13])[CH3:12])[C:5]([O:7][CH2:8][CH3:9])=[O:6], predict the reactants needed to synthesize it. The reactants are: [OH:1][C:2]([CH:11]([CH3:13])[CH3:12])=[CH:3][C:4](=O)[C:5]([O:7][CH2:8][CH3:9])=[O:6].Cl.[CH3:15][O:16][NH2:17].C(O)C. (3) Given the product [CH3:12][CH:13]([C:15]1[CH:21]=[CH:20][CH:19]=[CH:18][C:16]=1[N:17]1[CH:4]=[CH:5][CH:6]=[C:7]([C:8]([O:10][CH3:11])=[O:9])[C:2]1=[O:3])[CH3:14], predict the reactants needed to synthesize it. The reactants are: O=[C:2]1[C:7]([C:8]([O:10][CH3:11])=[O:9])=[CH:6][CH:5]=[CH:4][O:3]1.[CH3:12][CH:13]([C:15]1[CH:21]=[CH:20][CH:19]=[CH:18][C:16]=1[NH2:17])[CH3:14].Cl.C(N=C=NCCCN(C)C)C. (4) Given the product [Br:1][C:2]1[CH:7]=[CH:6][C:5]([CH2:8][C:9]([OH:13])=[O:10])=[C:4]([F:12])[CH:3]=1, predict the reactants needed to synthesize it. The reactants are: [Br:1][C:2]1[CH:7]=[CH:6][C:5]([CH2:8][C:9](N)=[O:10])=[C:4]([F:12])[CH:3]=1.[OH-:13].[Na+]. (5) Given the product [CH2:1]([S:7][CH2:6][CH2:13][CH2:14][CH2:15][CH2:16][CH2:17][CH2:18][C:19]([OH:21])=[O:20])[CH:2]=[CH2:3], predict the reactants needed to synthesize it. The reactants are: [CH2:1](Br)[CH:2]=[CH2:3].N[C:6](N)=[S:7].[OH-].[K+].BrC[CH2:13][CH2:14][CH2:15][CH2:16][CH2:17][CH2:18][C:19]([OH:21])=[O:20].[K]. (6) Given the product [CH2:1]([N:8]([CH3:9])[C:15]([C@H:11]1[CH2:12][CH2:13][CH2:14][O:10]1)=[O:17])[C:2]1[CH:7]=[CH:6][CH:5]=[CH:4][CH:3]=1, predict the reactants needed to synthesize it. The reactants are: [CH2:1]([NH:8][CH3:9])[C:2]1[CH:7]=[CH:6][CH:5]=[CH:4][CH:3]=1.[O:10]1[CH2:14][CH2:13][CH2:12][C@@H:11]1[C:15]([OH:17])=O.F[B-](F)(F)F.N1(OC(N(C)C)=[N+](C)C)C2C=CC=CC=2N=N1.C(=O)([O-])O.[Na+]. (7) Given the product [Cl:1][C:2]1[CH:10]=[C:9]2[C:5]([C:6]([CH2:11][CH2:12][NH:13][C:24](=[O:25])[C:23]3[CH:22]=[CH:21][C:20]([CH2:19][C:18]4[CH:29]=[CH:30][CH:31]=[C:16]([F:15])[CH:17]=4)=[CH:28][CH:27]=3)=[CH:7][NH:8]2)=[CH:4][C:3]=1[CH3:14], predict the reactants needed to synthesize it. The reactants are: [Cl:1][C:2]1[CH:10]=[C:9]2[C:5]([C:6]([CH2:11][CH2:12][NH2:13])=[CH:7][NH:8]2)=[CH:4][C:3]=1[CH3:14].[F:15][C:16]1[CH:17]=[C:18]([CH:29]=[CH:30][CH:31]=1)[CH2:19][C:20]1[CH:28]=[CH:27][C:23]([C:24](O)=[O:25])=[CH:22][CH:21]=1.CN(C(ON1N=NC2C=CC=NC1=2)=[N+](C)C)C.F[P-](F)(F)(F)(F)F.C(N(CC)C(C)C)(C)C.